Dataset: Forward reaction prediction with 1.9M reactions from USPTO patents (1976-2016). Task: Predict the product of the given reaction. Given the reactants [CH3:1][C@H:2]1[CH2:7][O:6][CH2:5][CH2:4][N:3]1[C:8]1[N:9]=[C:10]([N:28]2[CH2:33][CH2:32][O:31][CH2:30][C@@H:29]2[CH3:34])[C:11]2[CH:17]=[CH:16][C:15]([C:18]3[CH:19]=[CH:20][C:21]([O:26][CH3:27])=[C:22]([CH2:24][OH:25])[CH:23]=3)=[N:14][C:12]=2[N:13]=1.[P:35](=O)([OH:38])([OH:37])[OH:36], predict the reaction product. The product is: [P:35]([O:25][CH2:24][C:22]1[CH:23]=[C:18]([C:15]2[CH:16]=[CH:17][C:11]3[C:10]([N:28]4[CH2:33][CH2:32][O:31][CH2:30][C@@H:29]4[CH3:34])=[N:9][C:8]([N:3]4[CH2:4][CH2:5][O:6][CH2:7][C@@H:2]4[CH3:1])=[N:13][C:12]=3[N:14]=2)[CH:19]=[CH:20][C:21]=1[O:26][CH3:27])([OH:38])([OH:37])=[O:36].